Dataset: NCI-60 drug combinations with 297,098 pairs across 59 cell lines. Task: Regression. Given two drug SMILES strings and cell line genomic features, predict the synergy score measuring deviation from expected non-interaction effect. (1) Drug 1: C1=CC(=C2C(=C1NCCNCCO)C(=O)C3=C(C=CC(=C3C2=O)O)O)NCCNCCO. Drug 2: CC1=C(C(CCC1)(C)C)C=CC(=CC=CC(=CC(=O)O)C)C. Cell line: NCIH23. Synergy scores: CSS=54.2, Synergy_ZIP=-3.65, Synergy_Bliss=-6.80, Synergy_Loewe=-41.6, Synergy_HSA=-8.31. (2) Drug 1: CC(CN1CC(=O)NC(=O)C1)N2CC(=O)NC(=O)C2. Drug 2: C1=CN(C(=O)N=C1N)C2C(C(C(O2)CO)O)O.Cl. Cell line: M14. Synergy scores: CSS=22.1, Synergy_ZIP=-4.02, Synergy_Bliss=0.432, Synergy_Loewe=-19.5, Synergy_HSA=0.428. (3) Drug 1: C1=CC=C(C(=C1)C(C2=CC=C(C=C2)Cl)C(Cl)Cl)Cl. Drug 2: C1CN(P(=O)(OC1)NCCCl)CCCl. Cell line: MCF7. Synergy scores: CSS=-2.49, Synergy_ZIP=2.77, Synergy_Bliss=3.07, Synergy_Loewe=0.156, Synergy_HSA=-0.470. (4) Cell line: NCI-H226. Synergy scores: CSS=12.6, Synergy_ZIP=-7.94, Synergy_Bliss=-4.42, Synergy_Loewe=-6.46, Synergy_HSA=-3.17. Drug 2: C1CCC(C(C1)N)N.C(=O)(C(=O)[O-])[O-].[Pt+4]. Drug 1: C1=NC2=C(N1)C(=S)N=C(N2)N.